Dataset: Full USPTO retrosynthesis dataset with 1.9M reactions from patents (1976-2016). Task: Predict the reactants needed to synthesize the given product. (1) Given the product [N:47]1[CH:21]=[CH:20][CH:19]=[CH:23][C:46]=1[CH2:1][NH:2][C:3]([C:5]1[CH:6]=[N:7][N:8]([C:10]2[N:18]=[C:17]3[C:13]([N:14]=[CH:15][N:16]3[C@@H:19]3[CH2:23][C@H:22]([NH:24][C:25](=[O:28])[CH2:26][CH3:27])[C@@H:21]([OH:29])[C@H:20]3[OH:30])=[C:12]([NH:31][CH2:32][CH:33]([C:40]3[CH:45]=[CH:44][CH:43]=[CH:42][CH:41]=3)[C:34]3[CH:35]=[CH:36][CH:37]=[CH:38][CH:39]=3)[N:11]=2)[CH:9]=1)=[O:4], predict the reactants needed to synthesize it. The reactants are: [CH3:1][NH:2][C:3]([C:5]1[CH:6]=[N:7][N:8]([C:10]2[N:18]=[C:17]3[C:13]([N:14]=[CH:15][N:16]3[C@@H:19]3[CH2:23][C@H:22]([NH:24][C:25](=[O:28])[CH2:26][CH3:27])[C@@H:21]([OH:29])[C@H:20]3[OH:30])=[C:12]([NH:31][CH2:32][CH:33]([C:40]3[CH:45]=[CH:44][CH:43]=[CH:42][CH:41]=3)[C:34]3[CH:39]=[CH:38][CH:37]=[CH:36][CH:35]=3)[N:11]=2)[CH:9]=1)=[O:4].[CH3:46][NH2:47]. (2) Given the product [CH2:5]([N:36]1[CH2:37][CH2:38][O:39][CH2:40][CH2:35]1)[C:17]1[CH:12]=[CH:13][CH:14]=[CH:15][CH:16]=1, predict the reactants needed to synthesize it. The reactants are: C(NCC=O)(OC[CH:5]1[C:17]2[C:12](=[CH:13][CH:14]=[CH:15][CH:16]=2)C2C1=CC=CC=2)=O.[H-].[Na+].S(N1[CH:38]=[CH:37][N:36]=[CH:35]1)(C1C=CC(C)=CC=1)(=O)=O.[O:39]1CCC[CH2:40]1. (3) Given the product [CH3:1][C@H:2]1[C:24](=[O:25])[C:23]2[C@H:12]([C@H:13]3[C@@H:21]([CH:22]=2)[C@H:20]2[C@@H:16]([CH2:17][C@@H:18]([O:26][C@@H:27]4[O:32][C@@H:31]([CH3:33])[C@H:30]([O:34][CH3:35])[C@@H:29]([O:36][CH3:37])[C@H:28]4[O:38][CH3:39])[CH2:19]2)[CH2:15][CH2:14]3)[CH2:11][C:9](=[O:10])[O:8][C@@H:7]([CH:40]2[CH2:43][CH2:42][CH2:41]2)[CH2:6][CH2:5][CH2:4][C@@H:3]1[O:44][C@@H:45]1[O:50][C@H:49]([CH3:51])[C@@H:48]([N:52]([CH3:53])[CH3:54])[CH2:47][CH2:46]1, predict the reactants needed to synthesize it. The reactants are: [CH3:1][C@H:2]1[C:24](=[O:25])[C:23]2[C@H:12]([C@H:13]3[C@@H:21]([CH:22]=2)[C@H:20]2[C@@H:16]([CH2:17][C@@H:18]([O:26][C@@H:27]4[O:32][C@@H:31]([CH3:33])[C@H:30]([O:34][CH3:35])[C@@H:29]([O:36][CH3:37])[C@H:28]4[O:38][CH3:39])[CH2:19]2)[CH:15]=[CH:14]3)[CH2:11][C:9](=[O:10])[O:8][C@@H:7]([CH:40]2[CH2:43][CH2:42][CH2:41]2)[CH2:6][CH2:5][CH2:4][C@@H:3]1[O:44][C@@H:45]1[O:50][C@H:49]([CH3:51])[C@@H:48]([N:52]([CH3:54])[CH3:53])[CH2:47][CH2:46]1. (4) Given the product [C:21]([C:23]1[CH:28]=[C:27]([C:2]2[CH:20]=[CH:19][C:5]([O:6][C:7]3[CH:12]=[N:11][CH:10]=[C:9]4[S:13][C:14]([C:16]([NH2:18])=[O:17])=[CH:15][C:8]=34)=[CH:4][CH:3]=2)[CH:26]=[CH:25][CH:24]=1)#[N:22], predict the reactants needed to synthesize it. The reactants are: I[C:2]1[CH:20]=[CH:19][C:5]([O:6][C:7]2[CH:12]=[N:11][CH:10]=[C:9]3[S:13][C:14]([C:16]([NH2:18])=[O:17])=[CH:15][C:8]=23)=[CH:4][CH:3]=1.[C:21]([C:23]1[CH:24]=[C:25](B(O)O)[CH:26]=[CH:27][CH:28]=1)#[N:22].C(=O)([O-])[O-].[Cs+].[Cs+]. (5) Given the product [OH:8][C@@H:9]1[CH2:13][CH2:12][C@H:11]([CH2:14][CH2:15][CH2:16][CH2:17][PH:18](=[O:22])[O:19][CH2:20][CH3:21])[CH2:10]1, predict the reactants needed to synthesize it. The reactants are: [Si]([O:8][C@@H:9]1[CH2:13][CH2:12][C@H:11]([CH2:14][CH2:15][CH2:16][CH2:17][PH:18](=[O:22])[O:19][CH2:20][CH3:21])[CH2:10]1)(C(C)(C)C)(C)C.[H][H]. (6) Given the product [C:32]([NH:35][C:36](=[O:56])[CH2:37][CH:38]1[CH2:43][CH2:42][CH:41]([C:44]2[S:45][C:46]([C:49]3[CH:50]=[CH:51][C:52]([NH:55][C:66]([NH:65][C:59]4[CH:60]=[CH:61][C:62]([F:64])=[CH:63][C:58]=4[F:57])=[O:67])=[CH:53][CH:54]=3)=[CH:47][N:48]=2)[CH2:40][CH2:39]1)(=[O:34])[CH3:33], predict the reactants needed to synthesize it. The reactants are: FC(F)(F)C1C=C(NC(=O)NC2C=CC(C3SC(CCC(OC)=O)=NC=3)=CC=2)C=CC=1.[C:32]([NH:35][C:36](=[O:56])[CH2:37][CH:38]1[CH2:43][CH2:42][CH:41]([C:44]2[S:45][C:46]([C:49]3[CH:54]=[CH:53][C:52]([NH2:55])=[CH:51][CH:50]=3)=[CH:47][N:48]=2)[CH2:40][CH2:39]1)(=[O:34])[CH3:33].[F:57][C:58]1[CH:63]=[C:62]([F:64])[CH:61]=[CH:60][C:59]=1[N:65]=[C:66]=[O:67]. (7) The reactants are: C([O:3][C:4](=O)[C:5]([F:28])([F:27])[CH2:6][N:7]([C:17]1[C:22]([N+:23]([O-])=O)=[CH:21][N:20]=[C:19]([Cl:26])[N:18]=1)[CH2:8][CH2:9][CH2:10][C:11]1[CH:16]=[CH:15][CH:14]=[CH:13][CH:12]=1)C. Given the product [Cl:26][C:19]1[N:20]=[CH:21][C:22]2[NH:23][C:4](=[O:3])[C:5]([F:28])([F:27])[CH2:6][N:7]([CH2:8][CH2:9][CH2:10][C:11]3[CH:16]=[CH:15][CH:14]=[CH:13][CH:12]=3)[C:17]=2[N:18]=1, predict the reactants needed to synthesize it.